The task is: Predict the reaction yield, written as a fraction of the theoretical maximum amount of product (1.0 means a 100% yield; for example, 0.34 means a 34% yield).. This data is from Reaction yield outcomes from USPTO patents with 853,638 reactions. (1) The catalyst is C1COCC1.O. The product is [CH3:1][O:2][C@H:3]1[CH2:20][C@@:19]2([CH3:21])[C@@H:6]([CH2:7][CH2:8][C@@H:9]3[C@@H:18]2[CH2:17][CH2:16][C@@:14]2([CH3:15])[C@H:10]3[CH2:11][CH2:12][C@@H:13]2[CH2:22][OH:36])[CH2:5][C@@H:4]1[O:23][CH2:24][O:25][CH3:26]. The reactants are [CH3:1][O:2][C@H:3]1[CH2:20][C@@:19]2([CH3:21])[C@@H:6]([CH2:7][CH2:8][C@@H:9]3[C@@H:18]2[CH2:17][CH2:16][C@@:14]2([CH3:15])[C@H:10]3[CH2:11][CH2:12][C:13]2=[CH2:22])[CH2:5][C@@H:4]1[O:23][CH2:24][O:25][CH3:26].B1C2CCCC1CCC2.[OH:36]O.[OH-].[Na+]. The yield is 0.850. (2) The product is [CH:16]1([N:14]2[CH:15]=[C:11]([C:9]3[NH:8][C:4]4=[N:5][CH:6]=[CH:7][C:2]([C:25]5[CH:26]=[CH:27][C:22]([CH2:21][NH2:20])=[C:23]([F:31])[CH:24]=5)=[C:3]4[N:10]=3)[CH:12]=[N:13]2)[CH2:19][CH2:18][CH2:17]1. The reactants are Cl[C:2]1[CH:7]=[CH:6][N:5]=[C:4]2[NH:8][C:9]([C:11]3[CH:12]=[N:13][N:14]([CH:16]4[CH2:19][CH2:18][CH2:17]4)[CH:15]=3)=[N:10][C:3]=12.[NH2:20][CH2:21][C:22]1[CH:27]=[CH:26][C:25](B(O)O)=[CH:24][C:23]=1[F:31].C(=O)([O-])[O-].[K+].[K+].CC#N.C1(P(C2C=CC=CC=2)C2C=CC=CC=2)CCCC1. The yield is 0.550. The catalyst is Cl[Pd]Cl.[Fe].ClCCl. (3) The reactants are [CH3:1][N:2]([CH2:4][C:5]1[N:14]=[C:13](O)[C:12]2[CH2:11][C:10]([CH3:17])([CH3:16])[CH2:9][CH2:8][C:7]=2[N:6]=1)[CH3:3].O=P(Cl)(Cl)[Cl:20]. The catalyst is C(Cl)(Cl)Cl. The product is [Cl:20][C:13]1[C:12]2[CH2:11][C:10]([CH3:17])([CH3:16])[CH2:9][CH2:8][C:7]=2[N:6]=[C:5]([CH2:4][N:2]([CH3:3])[CH3:1])[N:14]=1. The yield is 0.480. (4) The reactants are [CH3:1][O:2][C:3]1[CH:12]=[C:11]2[C:6]([C:7](O)=[CH:8][N:9]=[N:10]2)=[CH:5][CH:4]=1.O=P(Cl)(Cl)[Cl:16]. No catalyst specified. The product is [Cl:16][C:7]1[C:6]2[C:11](=[CH:12][C:3]([O:2][CH3:1])=[CH:4][CH:5]=2)[N:10]=[N:9][CH:8]=1. The yield is 0.499. (5) The reactants are [Cl:1][C:2]1[CH:9]=[CH:8][CH:7]=[C:6]([CH3:10])[C:3]=1[CH:4]=[O:5].P([O-])([O-])([O-])=[O:12].[Na+].[Na+].[Na+].OO.Cl([O-])=O.[Na+].S(=O)(O)[O-].[Na+]. The catalyst is O.C(#N)C. The product is [Cl:1][C:2]1[CH:9]=[CH:8][CH:7]=[C:6]([CH3:10])[C:3]=1[C:4]([OH:12])=[O:5]. The yield is 0.650.